From a dataset of Experimentally validated miRNA-target interactions with 360,000+ pairs, plus equal number of negative samples. Binary Classification. Given a miRNA mature sequence and a target amino acid sequence, predict their likelihood of interaction. (1) The miRNA is hsa-miR-6887-3p with sequence UCCCCUCCACUUUCCUCCUAG. The protein sequence of the target gene is MSEADGLRQRRPLRPQVVTDDGQVPEVKEGSSFSGRVFRMTFLMLAVSLAIPLLGAMMLLESPIDPQSFSFKEPPFMFGVLHPNTKLRQAERLFENQLSGPESIVNIGDVLFTGTADGRVVKLENGEIETIARFGSGPCKTRDDEPTCGRPLGIRAGPNGTLFVVDAYKGLFEVNPQKRSVKLLLSSETPIEGKKMSFVNDLTVTRDGRKIYFTDSSSKWQRRDYLLLVMEATDDGRLLEYDTVTKEVKVLLDQLQFPNGVQLSPEEDFVLVAETTMARIRRVYVSGLMKGGADMFVENM.... Result: 0 (no interaction). (2) The miRNA is mmu-miR-125b-2-3p with sequence ACAAGUCAGGUUCUUGGGACCU. The protein sequence of the target gene is MEVKGKKKFTGKSPQTSQGKNKFHKNSESSSSKTFPRKAVKEGGPKVTSKNFEKGATKPGKKGVKQFKNKPQGGKGPKDKFQKANKFSKKRKFQPDGESDESGAKKPKWDDFKKKKKELKQSRQLSDKTNYDIVVRAKHIWESLRRKDCDKEKRVKLMSDLQKLIQGKIKTIAFAHDSTRVIQCFIQYGNEEQRKQAFQELQGDLVELSKAKYSRNIVKKFLMYGSKPQVAEIIRSFKGHVRKMLRHSEASAIVEYAYNDKAILEQRNMLTEELYGNTFQLYKSADHPTLDKVLELQPAK.... Result: 0 (no interaction).